Dataset: Catalyst prediction with 721,799 reactions and 888 catalyst types from USPTO. Task: Predict which catalyst facilitates the given reaction. (1) Reactant: Cl[C:2]1[C:11]2=[N:12][N:13](CC3C=CC(OC)=CC=3)[C:14]([CH3:15])=[C:10]2[C:9]2[CH:8]=[CH:7][C:6]([C:25]#[N:26])=[CH:5][C:4]=2[N:3]=1.[CH3:27][O:28][C:29]1[CH:30]=[C:31]([CH:33]=[CH:34][C:35]=1[O:36][CH3:37])[NH2:32].Cl. The catalyst class is: 71. Product: [CH3:27][O:28][C:29]1[CH:30]=[C:31]([NH:32][C:2]2[C:11]3=[N:12][NH:13][C:14]([CH3:15])=[C:10]3[C:9]3[CH:8]=[CH:7][C:6]([C:25]#[N:26])=[CH:5][C:4]=3[N:3]=2)[CH:33]=[CH:34][C:35]=1[O:36][CH3:37]. (2) Reactant: [F:1][C:2]1[CH:3]=[C:4]([CH:6]=[CH:7][C:8]=1[O:9][CH3:10])[NH2:5].Cl.[NH2:12]N. Product: [F:1][C:2]1[CH:3]=[C:4]([NH:5][NH2:12])[CH:6]=[CH:7][C:8]=1[O:9][CH3:10]. The catalyst class is: 6. (3) The catalyst class is: 1. Reactant: [Li+].CC([N-]C(C)C)C.[CH3:9][CH2:10][CH2:11][CH2:12][SnH:13]([CH2:18][CH2:19][CH2:20][CH3:21])[CH2:14][CH2:15][CH2:16][CH3:17].[Cl:22][C:23]1[N:28]=[C:27]([Cl:29])[CH:26]=[CH:25][N:24]=1. Product: [Cl:22][C:23]1[N:28]=[C:27]([Sn:13]([CH2:12][CH2:11][CH2:10][CH3:9])([CH2:18][CH2:19][CH2:20][CH3:21])[CH2:14][CH2:15][CH2:16][CH3:17])[CH:26]=[CH:25][N:24]=1.[Cl:29][C:27]1[CH:26]=[CH:25][N:24]=[C:23]([Sn:13]([CH2:12][CH2:11][CH2:10][CH3:9])([CH2:18][CH2:19][CH2:20][CH3:21])[CH2:14][CH2:15][CH2:16][CH3:17])[N:28]=1. (4) Reactant: [Cl:1][C:2]1[CH:3]=[C:4]([C:9]2([C:21]([F:24])([F:23])[F:22])[O:13][N:12]=[C:11]([C:14]3[CH:15]=[C:16]([CH:18]=[CH:19][CH:20]=3)[NH2:17])[CH2:10]2)[CH:5]=[C:6]([Cl:8])[CH:7]=1.[Cl:25][C:26]1[N:34]=[CH:33][CH:32]=[CH:31][C:27]=1[C:28](Cl)=[O:29].C(N(CC)CC)C.O. Product: [Cl:1][C:2]1[CH:3]=[C:4]([C:9]2([C:21]([F:22])([F:24])[F:23])[O:13][N:12]=[C:11]([C:14]3[CH:15]=[C:16]([NH:17][C:28](=[O:29])[C:27]4[CH:31]=[CH:32][CH:33]=[N:34][C:26]=4[Cl:25])[CH:18]=[CH:19][CH:20]=3)[CH2:10]2)[CH:5]=[C:6]([Cl:8])[CH:7]=1. The catalyst class is: 7. (5) Reactant: [Si:1]([O:8][CH2:9][C:10]1[N:15]=[CH:14][C:13]2[N:16]=[CH:17][N:18]([C:19]3[S:23][C:22]([C:24]([O:26][CH3:27])=[O:25])=[C:21]([OH:28])[CH:20]=3)[C:12]=2[CH:11]=1)([C:4]([CH3:7])([CH3:6])[CH3:5])([CH3:3])[CH3:2].[CH2:29]([C:31]1[CH:36]=[CH:35][CH:34]=[CH:33][C:32]=1[CH2:37]O)[CH3:30].C1(P(C2C=CC=CC=2)C2C=CC=CC=2)C=CC=CC=1.N(C(OC(C)(C)C)=O)=NC(OC(C)(C)C)=O. Product: [Si:1]([O:8][CH2:9][C:10]1[N:15]=[CH:14][C:13]2[N:16]=[CH:17][N:18]([C:19]3[S:23][C:22]([C:24]([O:26][CH3:27])=[O:25])=[C:21]([O:28][CH2:37][C:32]4[CH:33]=[CH:34][CH:35]=[CH:36][C:31]=4[CH2:29][CH3:30])[CH:20]=3)[C:12]=2[CH:11]=1)([C:4]([CH3:5])([CH3:6])[CH3:7])([CH3:2])[CH3:3]. The catalyst class is: 4. (6) Reactant: Br[CH2:2][CH2:3][N:4]1[C:8]2[N:9]=[C:10]([NH2:14])[N:11]=[C:12]([Cl:13])[C:7]=2[CH:6]=[CH:5]1.[F:15][C:16]1[CH:21]=[C:20]([F:22])[CH:19]=[CH:18][C:17]=1[N:23]1[CH2:28][CH2:27][NH:26][CH2:25][CH2:24]1.C(=O)([O-])[O-].[K+].[K+]. Product: [Cl:13][C:12]1[C:7]2[CH:6]=[CH:5][N:4]([CH2:3][CH2:2][N:26]3[CH2:25][CH2:24][N:23]([C:17]4[CH:18]=[CH:19][C:20]([F:22])=[CH:21][C:16]=4[F:15])[CH2:28][CH2:27]3)[C:8]=2[N:9]=[C:10]([NH2:14])[N:11]=1. The catalyst class is: 21.